The task is: Predict the reactants needed to synthesize the given product.. This data is from Full USPTO retrosynthesis dataset with 1.9M reactions from patents (1976-2016). (1) Given the product [CH2:18]([CH:5]([N:6]1[CH:7]([CH3:13])[CH2:8][O:9][CH2:10][CH:11]1[CH3:12])[C:4]([NH:16][NH2:17])=[O:14])[CH3:19], predict the reactants needed to synthesize it. The reactants are: C(O[C:4](=[O:14])[CH2:5][N:6]1[CH:11]([CH3:12])[CH2:10][O:9][CH2:8][CH:7]1[CH3:13])C.O.[NH2:16][NH2:17].[CH2:18](O)[CH3:19]. (2) Given the product [ClH:1].[ClH:1].[CH3:18][C:14]1[N:13]=[C:12]([C:10]2[C:9](=[O:19])[NH:8][C:7](=[O:20])[N:6]([CH2:5][CH2:4][CH2:3][CH2:2][N:31]3[CH2:32][C@H:33]4[C@:29]([C:26]5[CH:25]=[CH:24][C:23]([C:22]([F:21])([F:36])[F:35])=[CH:28][CH:27]=5)([CH2:34]4)[CH2:30]3)[CH:11]=2)[CH:17]=[CH:16][CH:15]=1, predict the reactants needed to synthesize it. The reactants are: [Cl:1][CH2:2][CH2:3][CH2:4][CH2:5][N:6]1[CH:11]=[C:10]([C:12]2[CH:17]=[CH:16][CH:15]=[C:14]([CH3:18])[N:13]=2)[C:9](=[O:19])[NH:8][C:7]1=[O:20].[F:21][C:22]([F:36])([F:35])[C:23]1[CH:28]=[CH:27][C:26]([C@:29]23[CH2:34][C@H:33]2[CH2:32][NH:31][CH2:30]3)=[CH:25][CH:24]=1.CCN(C(C)C)C(C)C.